This data is from Reaction yield outcomes from USPTO patents with 853,638 reactions. The task is: Predict the reaction yield, written as a fraction of the theoretical maximum amount of product (1.0 means a 100% yield; for example, 0.34 means a 34% yield). (1) The reactants are [F:1][CH:2]([F:13])[C:3]([C:5]1[CH:10]=[CH:9][CH:8]=[C:7]([O:11][CH3:12])[CH:6]=1)=[O:4].Cl[C:15]1[CH:20]=[CH:19][C:18]([O:21][CH3:22])=[CH:17][CH:16]=1. No catalyst specified. The product is [F:1][C:2]([F:13])([C:15]1[CH:20]=[CH:19][C:18]([O:21][CH3:22])=[CH:17][CH:16]=1)[C:3]([C:5]1[CH:10]=[CH:9][CH:8]=[C:7]([O:11][CH3:12])[CH:6]=1)=[O:4]. The yield is 0.920. (2) The reactants are N(OCCC(C)C)=O.N[C:10]1[C:11]([CH:32]([CH3:34])[CH3:33])=[C:12]([NH:19][C:20](=[O:31])[CH2:21][N:22]2[CH2:27][CH2:26][N:25]([CH2:28][CH2:29][OH:30])[CH2:24][CH2:23]2)[C:13]([CH:16]([CH3:18])[CH3:17])=[CH:14][CH:15]=1.[CH3:35][S:36]SC. No catalyst specified. The product is [CH:32]([C:11]1[C:10]([S:36][CH3:35])=[CH:15][CH:14]=[C:13]([CH:16]([CH3:17])[CH3:18])[C:12]=1[NH:19][C:20](=[O:31])[CH2:21][N:22]1[CH2:27][CH2:26][N:25]([CH2:28][CH2:29][OH:30])[CH2:24][CH2:23]1)([CH3:34])[CH3:33]. The yield is 0.680. (3) The reactants are [NH:1]1[CH:5]=[N:4][CH:3]=[N:2]1.O=P(Cl)(Cl)Cl.[I:11][C:12]1[N:13]=[C:14]([C@H:22]2[CH2:27][CH2:26][C@H:25]([C:28]([O:30][CH3:31])=[O:29])[CH2:24][CH2:23]2)[N:15]2[C:20]=1C(=O)NC=N2. The catalyst is N1C=CC=CC=1. The product is [NH2:1][C:5]1[C:20]2=[C:12]([I:11])[N:13]=[C:14]([C@H:22]3[CH2:23][CH2:24][C@H:25]([C:28]([O:30][CH3:31])=[O:29])[CH2:26][CH2:27]3)[N:15]2[N:2]=[CH:3][N:4]=1. The yield is 0.760. (4) The reactants are [F:1][C:2]1[CH:17]=[C:16]([CH:18]=O)[CH:15]=[CH:14][C:3]=1[O:4][C:5]1[N:6]=[CH:7][C:8]([C:11]([NH2:13])=[O:12])=[N:9][CH:10]=1.[O:20]1[CH2:25][CH2:24][CH:23]([CH2:26][CH2:27][NH2:28])[CH2:22][CH2:21]1.[BH4-].[Na+]. The catalyst is CO. The product is [F:1][C:2]1[CH:17]=[C:16]([CH2:18][NH:28][CH2:27][CH2:26][CH:23]2[CH2:24][CH2:25][O:20][CH2:21][CH2:22]2)[CH:15]=[CH:14][C:3]=1[O:4][C:5]1[N:6]=[CH:7][C:8]([C:11]([NH2:13])=[O:12])=[N:9][CH:10]=1. The yield is 0.670. (5) The reactants are C1(C)C=CC=CC=1.Br[C:9]1[CH:13]=[CH:12][O:11][CH:10]=1.[CH:14]([C:16]1[CH:17]=[C:18](B(O)O)[CH:19]=[CH:20][CH:21]=1)=[O:15].C([O-])([O-])=O.[K+].[K+]. The catalyst is C1C=CC([P]([Pd]([P](C2C=CC=CC=2)(C2C=CC=CC=2)C2C=CC=CC=2)([P](C2C=CC=CC=2)(C2C=CC=CC=2)C2C=CC=CC=2)[P](C2C=CC=CC=2)(C2C=CC=CC=2)C2C=CC=CC=2)(C2C=CC=CC=2)C2C=CC=CC=2)=CC=1.O.CN(C=O)C. The product is [O:11]1[CH:12]=[CH:13][C:9]([C:20]2[CH:21]=[C:16]([CH:17]=[CH:18][CH:19]=2)[CH:14]=[O:15])=[CH:10]1. The yield is 0.100. (6) The reactants are [F:1][C:2]1[CH:3]=[C:4]([CH:20]=[CH:21][CH:22]=1)[CH2:5][O:6][C:7]1[CH:19]=[CH:18][C:10]([CH2:11][NH:12][C@@H:13]([CH3:17])[C:14]([NH2:16])=[O:15])=[CH:9][CH:8]=1.[CH3:23][S:24]([OH:27])(=[O:26])=[O:25]. The catalyst is C(OCC)(=O)C. The product is [CH3:23][S:24]([OH:27])(=[O:26])=[O:25].[F:1][C:2]1[CH:3]=[C:4]([CH:20]=[CH:21][CH:22]=1)[CH2:5][O:6][C:7]1[CH:8]=[CH:9][C:10]([CH2:11][NH:12][C@@H:13]([CH3:17])[C:14]([NH2:16])=[O:15])=[CH:18][CH:19]=1. The yield is 0.961.